Dataset: Forward reaction prediction with 1.9M reactions from USPTO patents (1976-2016). Task: Predict the product of the given reaction. (1) Given the reactants [CH2:1]([O:4][C:5]([C:7]1[CH:8]=[C:9]([NH:13][CH:14]([C:18]2[CH:23]=[CH:22][CH:21]=[CH:20][CH:19]=2)[C:15]([OH:17])=[O:16])[CH:10]=[CH:11][CH:12]=1)=[O:6])[CH:2]=[CH2:3].C1CCC(N=C=NC2CCCCC2)CC1.C1C=CC2N(O)N=NC=2C=1.[N:49]12[CH2:56][CH2:55][CH:52]([CH2:53][CH2:54]1)[C@@H:51](O)[CH2:50]2, predict the reaction product. The product is: [O:16]=[C:15]([O:17][C@@H:51]1[CH:52]2[CH2:55][CH2:56][N:49]([CH2:54][CH2:53]2)[CH2:50]1)[CH:14]([NH:13][C:9]1[CH:8]=[C:7]([CH:12]=[CH:11][CH:10]=1)[C:5]([O:4][CH2:1][CH:2]=[CH2:3])=[O:6])[C:18]1[CH:23]=[CH:22][CH:21]=[CH:20][CH:19]=1. (2) The product is: [NH2:24][C:8]1[N:7]=[C:6]([O:5][CH2:1][CH2:2][CH2:3][CH3:4])[N:14]=[C:13]2[C:9]=1[NH:10][C:11](=[O:22])[N:12]2[CH2:15][CH:16]1[CH2:21][CH2:20][CH2:19][N:18]([CH2:26][CH2:27][CH:28]([CH3:30])[CH3:29])[CH2:17]1. Given the reactants [CH2:1]([O:5][C:6]1[N:14]=[C:13]2[C:9]([N:10]=[C:11]([O:22]C)[N:12]2[CH2:15][CH:16]2[CH2:21][CH2:20][CH2:19][NH:18][CH2:17]2)=[C:8]([NH2:24])[N:7]=1)[CH2:2][CH2:3][CH3:4].Br[CH2:26][CH2:27][CH:28]([CH3:30])[CH3:29], predict the reaction product. (3) Given the reactants ClC1SC2NC(C([NH:11][CH:12]3[CH2:21][C:20]4[C:15](=[CH:16][CH:17]=[CH:18][CH:19]=4)[N:14]([CH2:22][C@@H:23]4COC(C)(C)O4)[C:13]3=[O:30])=O)=CC=2C=1.[CH3:32][S:33]CCCl, predict the reaction product. The product is: [NH2:11][CH:12]1[CH2:21][C:20]2[C:15](=[CH:16][CH:17]=[CH:18][CH:19]=2)[N:14]([CH2:22][CH2:23][S:33][CH3:32])[C:13]1=[O:30]. (4) Given the reactants FC(F)(F)S(O[C:7]1[CH:16]=[CH:15][C:14]2[CH2:13][CH2:12][C@H:11]([NH:17][C:18]([O:20][CH2:21][C:22]3[CH:27]=[CH:26][CH:25]=[CH:24][CH:23]=3)=[O:19])[CH2:10][C:9]=2[CH:8]=1)(=O)=O.[NH:30]1[CH2:35][CH2:34][CH:33]([C:36]([O:38][CH2:39][CH3:40])=[O:37])[CH2:32][CH2:31]1.CC(C)([O-])C.[Na+], predict the reaction product. The product is: [CH2:21]([O:20][C:18]([NH:17][C@@H:11]1[CH2:10][C:9]2[CH:8]=[C:7]([N:30]3[CH2:35][CH2:34][CH:33]([C:36]([O:38][CH2:39][CH3:40])=[O:37])[CH2:32][CH2:31]3)[CH:16]=[CH:15][C:14]=2[CH2:13][CH2:12]1)=[O:19])[C:22]1[CH:27]=[CH:26][CH:25]=[CH:24][CH:23]=1.